From a dataset of Retrosynthesis with 50K atom-mapped reactions and 10 reaction types from USPTO. Predict the reactants needed to synthesize the given product. (1) Given the product COc1ccc(OC)c(Sc2nc3c(N)ncnc3n2CCc2cc(C(F)(F)F)cc(C(F)(F)F)c2)c1, predict the reactants needed to synthesize it. The reactants are: COc1ccc(OC)c(Sc2nc3c(N)ncnc3[nH]2)c1.FC(F)(F)c1cc(CCBr)cc(C(F)(F)F)c1. (2) Given the product CC(C)(C)C(=O)Oc1ccc(C(=O)c2ccccc2)cc1, predict the reactants needed to synthesize it. The reactants are: CC(C)(C)C(=O)Cl.O=C(c1ccccc1)c1ccc(O)cc1. (3) Given the product CN1C(=O)OC(c2ccc(F)cc2)C1Cc1ccc(C(F)(F)F)cc1, predict the reactants needed to synthesize it. The reactants are: CI.O=C1NC(Cc2ccc(C(F)(F)F)cc2)C(c2ccc(F)cc2)O1. (4) Given the product Cc1c(C(=O)N(c2ccccc2)c2cnc3c(ccn3C)c2)cc(-c2cc(F)c(O)cc2C(=O)N2Cc3ccccc3C[C@H]2CN2CCOCC2)n1C, predict the reactants needed to synthesize it. The reactants are: COc1cc(C(=O)N2Cc3ccccc3C[C@H]2CN2CCOCC2)c(-c2cc(C(=O)N(c3ccccc3)c3cnc4c(ccn4C)c3)c(C)n2C)cc1F.